From a dataset of Full USPTO retrosynthesis dataset with 1.9M reactions from patents (1976-2016). Predict the reactants needed to synthesize the given product. (1) Given the product [CH2:26]([S:23]([N:20]1[CH2:19][CH:18]=[C:17]([C:15]2[CH:14]=[CH:13][C:11]3[N:12]=[C:8]([O:7][CH:4]4[CH2:3][CH2:2][N:1]([C:29]([O:30][CH2:31][CH2:32][O:33][CH3:34])=[O:35])[CH2:6][CH2:5]4)[S:9][C:10]=3[CH:16]=2)[CH2:22][CH2:21]1)(=[O:25])=[O:24])[CH2:27][CH3:28], predict the reactants needed to synthesize it. The reactants are: [NH:1]1[CH2:6][CH2:5][CH:4]([O:7][C:8]2[S:9][C:10]3[CH:16]=[C:15]([C:17]4[CH2:18][CH2:19][N:20]([S:23]([CH2:26][CH2:27][CH3:28])(=[O:25])=[O:24])[CH2:21][CH:22]=4)[CH:14]=[CH:13][C:11]=3[N:12]=2)[CH2:3][CH2:2]1.[C:29](Cl)(=[O:35])[O:30][CH2:31][CH2:32][O:33][CH3:34]. (2) Given the product [CH3:41][NH:37][C:30]([C:29]1[C:24]([CH2:23][N:3]2[C:4]3[C:9](=[CH:8][CH:7]=[CH:6][CH:5]=3)[C:10]3([C:22]4[C:13](=[CH:14][C:15]5[O:20][CH2:19][CH2:18][O:17][C:16]=5[CH:21]=4)[O:12][CH2:11]3)[C:2]2=[O:1])=[N:25][CH:26]=[CH:27][CH:28]=1)=[O:31], predict the reactants needed to synthesize it. The reactants are: [O:1]=[C:2]1[C:10]2([C:22]3[C:13](=[CH:14][C:15]4[O:20][CH2:19][CH2:18][O:17][C:16]=4[CH:21]=3)[O:12][CH2:11]2)[C:9]2[C:4](=[CH:5][CH:6]=[CH:7][CH:8]=2)[N:3]1[CH2:23][C:24]1[C:29]([C:30](O)=[O:31])=[CH:28][CH:27]=[CH:26][N:25]=1.Cl.CN.O[N:37]1[C:41]2C=CC=CC=2N=N1.CN1CCOCC1. (3) Given the product [CH:7]([NH:14][C:15]([O:26][C@@:17]12[N:24]([CH3:25])[C@@H:21]([CH2:22][CH2:23]1)[CH2:20][CH:19]=[CH:18]2)=[O:16])([C:8]1[CH:9]=[CH:10][CH:11]=[CH:12][CH:13]=1)[C:1]1[CH:2]=[CH:3][CH:4]=[CH:5][CH:6]=1, predict the reactants needed to synthesize it. The reactants are: [C:1]1([CH:7]([N:14]=[C:15]=[O:16])[C:8]2[CH:13]=[CH:12][CH:11]=[CH:10][CH:9]=2)[CH:6]=[CH:5][CH:4]=[CH:3][CH:2]=1.[C@@:17]12([OH:26])[N:24]([CH3:25])[C@@H:21]([CH2:22][CH2:23]1)[CH2:20][CH:19]=[CH:18]2. (4) Given the product [CH2:27]([O:20][C:19]([CH:16]1[CH2:17][CH2:18][C:13]([C:6]2[C:7]3[O:12][CH2:11][CH2:10][O:9][C:8]=3[C:3]([O:2][CH3:1])=[CH:4][CH:5]=2)=[CH:14][CH2:15]1)=[O:21])[CH3:28], predict the reactants needed to synthesize it. The reactants are: [CH3:1][O:2][C:3]1[C:8]2[O:9][CH2:10][CH2:11][O:12][C:7]=2[C:6]([C:13]2[CH2:18][CH2:17][CH:16]([C:19]([OH:21])=[O:20])[CH2:15][CH:14]=2)=[CH:5][CH:4]=1.S(=O)(=O)(O)O.[C:27](OCC)(=O)[CH3:28].O. (5) The reactants are: Cl.Cl.[C:3]([O:7][C:8]([N:10]([C@@H:24]1[CH2:28][CH2:27][NH:26][CH2:25]1)[C:11]1[N:16]=[CH:15][C:14](/[CH:17]=[CH:18]/[C:19]([O:21][CH2:22][CH3:23])=[O:20])=[CH:13][CH:12]=1)=[O:9])([CH3:6])([CH3:5])[CH3:4].Br[CH2:30][CH2:31][O:32][C:33]1[CH:38]=[CH:37][CH:36]=[CH:35][CH:34]=1.C([O-])([O-])=O.[Na+].[Na+]. Given the product [C:3]([O:7][C:8]([N:10]([C@@H:24]1[CH2:28][CH2:27][N:26]([CH2:30][CH2:31][O:32][C:33]2[CH:38]=[CH:37][CH:36]=[CH:35][CH:34]=2)[CH2:25]1)[C:11]1[N:16]=[CH:15][C:14](/[CH:17]=[CH:18]/[C:19]([O:21][CH2:22][CH3:23])=[O:20])=[CH:13][CH:12]=1)=[O:9])([CH3:4])([CH3:5])[CH3:6], predict the reactants needed to synthesize it. (6) Given the product [ClH:25].[ClH:25].[CH3:1][N:2]1[CH:7]2[CH2:8][CH2:9][CH:3]1[CH2:4][CH:5]([CH2:10][C:11]1[CH:12]=[C:13]([C:17]3[CH:22]=[CH:21][CH:20]=[C:19]([CH2:23][NH2:24])[CH:18]=3)[CH:14]=[CH:15][CH:16]=1)[CH2:6]2, predict the reactants needed to synthesize it. The reactants are: [CH3:1][N:2]1[CH:7]2[CH2:8][CH2:9][CH:3]1[CH2:4][C:5](=[CH:10][C:11]1[CH:12]=[C:13]([C:17]3[CH:22]=[CH:21][CH:20]=[C:19]([C:23]#[N:24])[CH:18]=3)[CH:14]=[CH:15][CH:16]=1)[CH2:6]2.[ClH:25]. (7) Given the product [C:4]([CH2:6][C:7]1[N:8]=[C:9]([S:12][CH2:29][C:28]([NH:27][CH2:26][C@@H:22]2[O:23][CH2:24][CH2:25][N:20]([CH2:19][C:18]3[CH:32]=[CH:33][C:34]([Cl:35])=[C:16]([Cl:15])[CH:17]=3)[CH2:21]2)=[O:31])[S:10][CH:11]=1)([OH:3])=[O:5], predict the reactants needed to synthesize it. The reactants are: C([O:3][C:4]([CH2:6][C:7]1[N:8]=[C:9]([SH:12])[S:10][CH:11]=1)=[O:5])C.[OH-].[Na+].[Cl:15][C:16]1[CH:17]=[C:18]([CH:32]=[CH:33][C:34]=1[Cl:35])[CH2:19][N:20]1[CH2:25][CH2:24][O:23][C@@H:22]([CH2:26][NH:27][C:28](=[O:31])[CH2:29]Cl)[CH2:21]1.CCCCCCC. (8) Given the product [ClH:1].[Br:2][C:3]1[CH:12]=[CH:11][CH:10]=[C:9]2[C:4]=1[CH2:5][C@H:6]([CH2:14][O:15][Si:16]([C:19]([CH3:20])([CH3:22])[CH3:21])([CH3:18])[CH3:17])[NH:7][C@H:8]2[CH3:13], predict the reactants needed to synthesize it. The reactants are: [ClH:1].[Br:2][C:3]1[CH:12]=[CH:11][CH:10]=[C:9]2[C:4]=1[CH2:5][C@H:6]([CH2:14][O:15][Si:16]([C:19]([CH3:22])([CH3:21])[CH3:20])([CH3:18])[CH3:17])[NH:7][C@H:8]2[CH3:13]. (9) The reactants are: [C:1]([NH:11][C@H:12]([C:20]([OH:22])=O)[CH2:13][C:14]1[CH:19]=[CH:18][CH:17]=[CH:16][CH:15]=1)([O:3][CH2:4][C:5]1[CH:10]=[CH:9][CH:8]=[CH:7][CH:6]=1)=[O:2].O=S(Cl)[Cl:25]. Given the product [C:1]([NH:11][C@H:12]([C:20]([Cl:25])=[O:22])[CH2:13][C:14]1[CH:19]=[CH:18][CH:17]=[CH:16][CH:15]=1)([O:3][CH2:4][C:5]1[CH:10]=[CH:9][CH:8]=[CH:7][CH:6]=1)=[O:2], predict the reactants needed to synthesize it. (10) The reactants are: [CH2:1]([O:8][C:9]1[CH:18]=[CH:17][C:16]([CH:19]([OH:32])[CH2:20][NH:21][C:22]([CH3:31])([CH3:30])[CH2:23][CH2:24][N:25]2[CH:29]=[N:28][CH:27]=[N:26]2)=[CH:15][C:10]=1[C:11](OC)=[O:12])[C:2]1[CH:7]=[CH:6][CH:5]=[CH:4][CH:3]=1.[Cl-].[Ca+2].[Cl-].[BH4-].[Na+]. Given the product [CH2:1]([O:8][C:9]1[CH:18]=[CH:17][C:16]([CH:19]([OH:32])[CH2:20][NH:21][C:22]([CH3:31])([CH3:30])[CH2:23][CH2:24][N:25]2[CH:29]=[N:28][CH:27]=[N:26]2)=[CH:15][C:10]=1[CH2:11][OH:12])[C:2]1[CH:3]=[CH:4][CH:5]=[CH:6][CH:7]=1, predict the reactants needed to synthesize it.